From a dataset of NCI-60 drug combinations with 297,098 pairs across 59 cell lines. Regression. Given two drug SMILES strings and cell line genomic features, predict the synergy score measuring deviation from expected non-interaction effect. (1) Drug 1: CN(C)N=NC1=C(NC=N1)C(=O)N. Drug 2: CS(=O)(=O)OCCCCOS(=O)(=O)C. Cell line: SK-MEL-2. Synergy scores: CSS=-7.92, Synergy_ZIP=3.23, Synergy_Bliss=-2.04, Synergy_Loewe=-7.28, Synergy_HSA=-7.51. (2) Drug 1: CCCCCOC(=O)NC1=NC(=O)N(C=C1F)C2C(C(C(O2)C)O)O. Drug 2: COC1=C2C(=CC3=C1OC=C3)C=CC(=O)O2. Cell line: HOP-92. Synergy scores: CSS=0.612, Synergy_ZIP=2.66, Synergy_Bliss=7.25, Synergy_Loewe=3.80, Synergy_HSA=3.13. (3) Drug 1: CNC(=O)C1=CC=CC=C1SC2=CC3=C(C=C2)C(=NN3)C=CC4=CC=CC=N4. Drug 2: CCN(CC)CCNC(=O)C1=C(NC(=C1C)C=C2C3=C(C=CC(=C3)F)NC2=O)C. Cell line: NCI-H460. Synergy scores: CSS=-9.31, Synergy_ZIP=-0.199, Synergy_Bliss=-7.72, Synergy_Loewe=-12.4, Synergy_HSA=-9.96. (4) Drug 1: C1C(C(OC1N2C=NC3=C2NC=NCC3O)CO)O. Cell line: OVCAR-5. Drug 2: CC1CCCC2(C(O2)CC(NC(=O)CC(C(C(=O)C(C1O)C)(C)C)O)C(=CC3=CSC(=N3)C)C)C. Synergy scores: CSS=54.9, Synergy_ZIP=2.33, Synergy_Bliss=-0.624, Synergy_Loewe=-25.3, Synergy_HSA=0.177. (5) Drug 1: C1=C(C(=O)NC(=O)N1)N(CCCl)CCCl. Drug 2: CC1=C(C(CCC1)(C)C)C=CC(=CC=CC(=CC(=O)O)C)C. Cell line: NCI-H322M. Synergy scores: CSS=-4.00, Synergy_ZIP=0.0576, Synergy_Bliss=-4.37, Synergy_Loewe=-4.78, Synergy_HSA=-5.89. (6) Drug 1: CC1=CC=C(C=C1)C2=CC(=NN2C3=CC=C(C=C3)S(=O)(=O)N)C(F)(F)F. Drug 2: C1C(C(OC1N2C=NC3=C(N=C(N=C32)Cl)N)CO)O. Cell line: A498. Synergy scores: CSS=18.5, Synergy_ZIP=-6.78, Synergy_Bliss=-5.11, Synergy_Loewe=-2.00, Synergy_HSA=-2.07. (7) Drug 1: CS(=O)(=O)CCNCC1=CC=C(O1)C2=CC3=C(C=C2)N=CN=C3NC4=CC(=C(C=C4)OCC5=CC(=CC=C5)F)Cl. Drug 2: CC1=C(N=C(N=C1N)C(CC(=O)N)NCC(C(=O)N)N)C(=O)NC(C(C2=CN=CN2)OC3C(C(C(C(O3)CO)O)O)OC4C(C(C(C(O4)CO)O)OC(=O)N)O)C(=O)NC(C)C(C(C)C(=O)NC(C(C)O)C(=O)NCCC5=NC(=CS5)C6=NC(=CS6)C(=O)NCCC[S+](C)C)O. Cell line: NCIH23. Synergy scores: CSS=54.8, Synergy_ZIP=-1.27, Synergy_Bliss=-1.74, Synergy_Loewe=-25.5, Synergy_HSA=3.17.